Task: Predict which catalyst facilitates the given reaction.. Dataset: Catalyst prediction with 721,799 reactions and 888 catalyst types from USPTO (1) Reactant: [F:1][C:2]1[CH:3]=[C:4]([C:8]2[N:13]=[C:12]([CH3:14])[C:11]([C:15]([OH:17])=O)=[CH:10][N:9]=2)[CH:5]=[CH:6][CH:7]=1.[CH3:18][S:19]([C:22]1[CH:23]=[C:24]2[C:28](=[CH:29][CH:30]=1)[N:27]([NH2:31])[CH:26]=[C:25]2[CH3:32])(=[O:21])=[O:20].C[N+]1(C2N=C(OC)N=C(OC)N=2)CCOCC1.[Cl-]. Product: [CH3:18][S:19]([C:22]1[CH:23]=[C:24]2[C:28](=[CH:29][CH:30]=1)[N:27]([NH:31][C:15]([C:11]1[C:12]([CH3:14])=[N:13][C:8]([C:4]3[CH:5]=[CH:6][CH:7]=[C:2]([F:1])[CH:3]=3)=[N:9][CH:10]=1)=[O:17])[CH:26]=[C:25]2[CH3:32])(=[O:21])=[O:20]. The catalyst class is: 31. (2) Reactant: [OH:1][C:2]1[CH:9]=[CH:8][CH:7]=[C:6]([O:10][CH3:11])[C:3]=1[CH:4]=[O:5].[N+:12]([O-])([OH:14])=[O:13]. Product: [CH3:11][O:10][C:6]1[CH:7]=[CH:8][C:9]([N+:12]([O-:14])=[O:13])=[C:2]([OH:1])[C:3]=1[CH:4]=[O:5]. The catalyst class is: 15. (3) The catalyst class is: 3. Reactant: [CH2:1]([O:3][C:4]([C:6]1([CH2:12][OH:13])[CH2:11][CH2:10][CH2:9][CH2:8][CH2:7]1)=[O:5])[CH3:2].[H-].[Na+].[CH3:16][O:17][CH2:18][CH2:19]Br.C(OCC)(=O)C. Product: [CH2:1]([O:3][C:4]([C:6]1([CH2:12][O:13][CH2:19][CH2:18][O:17][CH3:16])[CH2:11][CH2:10][CH2:9][CH2:8][CH2:7]1)=[O:5])[CH3:2]. (4) Reactant: C([O:3][C:4](=[O:31])[CH2:5][CH2:6][CH2:7][S:8][C:9]1[N:13]([CH2:14][C:15]2[C:24]3[C:19](=[CH:20][CH:21]=[CH:22][CH:23]=3)[CH:18]=[CH:17][CH:16]=2)[C:12]2[CH:25]=[C:26]([F:30])[C:27]([F:29])=[CH:28][C:11]=2[N:10]=1)C.[OH-].[Li+].Cl. Product: [C:15]1([CH2:14][N:13]2[C:12]3[CH:25]=[C:26]([F:30])[C:27]([F:29])=[CH:28][C:11]=3[N:10]=[C:9]2[S:8][CH2:7][CH2:6][CH2:5][C:4]([OH:31])=[O:3])[C:24]2[C:19](=[CH:20][CH:21]=[CH:22][CH:23]=2)[CH:18]=[CH:17][CH:16]=1. The catalyst class is: 5. (5) Reactant: [CH:1]1([NH:4][C:5]([C:7]2[N:8]=[N:9][N:10]([C:21]3[CH:26]=[CH:25][C:24]([C:27]([NH:29][CH2:30][CH3:31])=[O:28])=[CH:23][CH:22]=3)[C:11]=2[CH2:12][S:13]([C:15]2[CH:20]=[CH:19][CH:18]=[CH:17][CH:16]=2)=[O:14])=[O:6])[CH2:3][CH2:2]1.ClC1C=CC=C(C(OO)=[O:40])C=1. Product: [CH:1]1([NH:4][C:5]([C:7]2[N:8]=[N:9][N:10]([C:21]3[CH:22]=[CH:23][C:24]([C:27]([NH:29][CH2:30][CH3:31])=[O:28])=[CH:25][CH:26]=3)[C:11]=2[CH2:12][S:13]([C:15]2[CH:20]=[CH:19][CH:18]=[CH:17][CH:16]=2)(=[O:40])=[O:14])=[O:6])[CH2:2][CH2:3]1. The catalyst class is: 56.